This data is from Reaction yield outcomes from USPTO patents with 853,638 reactions. The task is: Predict the reaction yield, written as a fraction of the theoretical maximum amount of product (1.0 means a 100% yield; for example, 0.34 means a 34% yield). (1) The reactants are [N:1]1[CH:6]=[CH:5][C:4]([N:7]2[CH2:12][CH2:11][CH:10]([CH2:13][NH:14][C:15]3[C:16]([NH2:21])=[CH:17][CH:18]=[CH:19][CH:20]=3)[CH2:9][CH2:8]2)=[CH:3][CH:2]=1.N1C=CC=CC=1.[CH3:28][O:29][C:30]1[CH:38]=[CH:37][C:33]([C:34](Cl)=[O:35])=[CH:32][CH:31]=1. The catalyst is C(Cl)(Cl)Cl. The product is [CH3:28][O:29][C:30]1[CH:38]=[CH:37][C:33]([C:34]([NH:21][C:16]2[C:15]([NH:14][CH2:13][CH:10]3[CH2:11][CH2:12][N:7]([C:4]4[CH:5]=[CH:6][N:1]=[CH:2][CH:3]=4)[CH2:8][CH2:9]3)=[CH:20][CH:19]=[CH:18][CH:17]=2)=[O:35])=[CH:32][CH:31]=1. The yield is 0.170. (2) The reactants are C([O:3][C:4]([C:6]1[NH:22][C:21]2[C:16](=[CH:17][C:18]([O:23][CH3:24])=[CH:19][CH:20]=2)[C:7]=1[CH2:8][C@@H:9]([C:11](OCC)=[O:12])[NH2:10])=O)C.[BH4-].[Na+].Cl. The catalyst is C(O)C.O. The product is [OH:12][CH2:11][CH:9]1[CH2:8][C:7]2[C:16]3[C:21](=[CH:20][CH:19]=[C:18]([O:23][CH3:24])[CH:17]=3)[NH:22][C:6]=2[C:4](=[O:3])[NH:10]1. The yield is 0.660.